The task is: Predict the reaction yield, written as a fraction of the theoretical maximum amount of product (1.0 means a 100% yield; for example, 0.34 means a 34% yield).. This data is from Reaction yield outcomes from USPTO patents with 853,638 reactions. The reactants are Cl[C:2]1[C:3]2[CH:24]=[CH:23][C:22](=[O:25])[N:21]([C:26]3[C:31]([F:32])=[CH:30][CH:29]=[CH:28][C:27]=3[F:33])[C:4]=2[N:5]=[C:6]([N:8]2[CH2:13][CH2:12][CH:11]([N:14]3[CH2:19][CH2:18][CH:17]([CH3:20])[CH2:16][CH2:15]3)[CH2:10][CH2:9]2)[N:7]=1.[CH3:34][C:35]1[CH:43]=[CH:42][C:38]([C:39]([OH:41])=[O:40])=[CH:37][C:36]=1B1OC(C)(C)C(C)(C)O1.C(=O)([O-])[O-].[K+].[K+]. The catalyst is O1CCOCC1.O.C1C=CC([P]([Pd]([P](C2C=CC=CC=2)(C2C=CC=CC=2)C2C=CC=CC=2)([P](C2C=CC=CC=2)(C2C=CC=CC=2)C2C=CC=CC=2)[P](C2C=CC=CC=2)(C2C=CC=CC=2)C2C=CC=CC=2)(C2C=CC=CC=2)C2C=CC=CC=2)=CC=1. The product is [F:32][C:31]1[CH:30]=[CH:29][CH:28]=[C:27]([F:33])[C:26]=1[N:21]1[C:4]2[N:5]=[C:6]([N:8]3[CH2:13][CH2:12][CH:11]([N:14]4[CH2:19][CH2:18][CH:17]([CH3:20])[CH2:16][CH2:15]4)[CH2:10][CH2:9]3)[N:7]=[C:2]([C:36]3[CH:37]=[C:38]([CH:42]=[CH:43][C:35]=3[CH3:34])[C:39]([OH:41])=[O:40])[C:3]=2[CH:24]=[CH:23][C:22]1=[O:25]. The yield is 0.680.